Task: Predict the reaction yield, written as a fraction of the theoretical maximum amount of product (1.0 means a 100% yield; for example, 0.34 means a 34% yield).. Dataset: Reaction yield outcomes from USPTO patents with 853,638 reactions (1) The yield is 0.425. No catalyst specified. The reactants are [CH3:1][C:2]1[O:3][C:4]([CH3:9])=[C:5]([CH3:8])[C:6]=1[CH3:7].CC(=[O:13])C. The product is [CH3:7][CH:6]([CH:5]([CH3:8])[C:4](=[O:3])[CH3:9])[C:2](=[O:13])[CH3:1]. (2) The reactants are [H-].[Na+].O1[C:7]2[CH:8]=[CH:9][CH:10]=[CH:11][C:6]=2[N:5]=[C:4]1[N:12]([C:24]1[CH:29]=[CH:28][CH:27]=[CH:26][N:25]=1)[CH2:13][CH2:14][CH2:15][CH2:16][CH2:17][CH2:18][C:19](OCC)=O.[CH2:30]([O:32][C:33](=[O:42])CCCCCCCI)[CH3:31].O.[CH3:44][N:45](C=O)C. No catalyst specified. The product is [CH3:44][N:45]1[C:7]2[CH:8]=[CH:9][CH:10]=[CH:11][C:6]=2[N:5]=[C:4]1[N:12]([C:24]1[CH:29]=[CH:28][CH:27]=[CH:26][N:25]=1)[CH2:13][CH2:14][CH2:15][CH2:16][CH2:17][CH2:18][CH2:19][C:33]([O:32][CH2:30][CH3:31])=[O:42]. The yield is 0.660. (3) The reactants are [OH:1][CH:2]1[CH2:7][CH2:6][N:5]([C:8]([O:10][C:11]([CH3:14])([CH3:13])[CH3:12])=[O:9])[CH2:4][CH2:3]1.[CH3:15][S:16](Cl)(=[O:18])=[O:17].C(N(CC)CC)C.O. The catalyst is ClCCl. The product is [CH3:15][S:16]([O:1][CH:2]1[CH2:3][CH2:4][N:5]([C:8]([O:10][C:11]([CH3:14])([CH3:13])[CH3:12])=[O:9])[CH2:6][CH2:7]1)(=[O:18])=[O:17]. The yield is 0.970. (4) The reactants are Br[C:2]1[CH:7]=[CH:6][C:5]([C:8]2[N:9]([CH2:15][C@@H:16]3[CH2:20][CH2:19][N:18]([C:21]([CH:23]4[CH2:25][CH2:24]4)=[O:22])[CH2:17]3)[C:10](=[O:14])[N:11]([CH3:13])[N:12]=2)=[CH:4][CH:3]=1.[F:26][C:27]1[CH:32]=[CH:31][C:30](B(O)O)=[CH:29][CH:28]=1.[O-]P([O-])([O-])=O.[K+].[K+].[K+]. The catalyst is CCO.C1C=CC([P]([Pd]([P](C2C=CC=CC=2)(C2C=CC=CC=2)C2C=CC=CC=2)([P](C2C=CC=CC=2)(C2C=CC=CC=2)C2C=CC=CC=2)[P](C2C=CC=CC=2)(C2C=CC=CC=2)C2C=CC=CC=2)(C2C=CC=CC=2)C2C=CC=CC=2)=CC=1. The product is [CH:23]1([C:21]([N:18]2[CH2:19][CH2:20][C@@H:16]([CH2:15][N:9]3[C:8]([C:5]4[CH:6]=[CH:7][C:2]([C:30]5[CH:31]=[CH:32][C:27]([F:26])=[CH:28][CH:29]=5)=[CH:3][CH:4]=4)=[N:12][N:11]([CH3:13])[C:10]3=[O:14])[CH2:17]2)=[O:22])[CH2:25][CH2:24]1. The yield is 1.00. (5) The reactants are C([O-])(=O)C.[NH4+:5].[Br:6][C:7]1[CH:12]=[CH:11][C:10]([C:13](=O)[CH2:14][NH:15][C:16]([C@:18]2([CH3:40])[CH2:22][CH2:21][CH2:20][N:19]2[C:23]([O:25][CH2:26][CH:27]2[C:39]3[CH:38]=[CH:37][CH:36]=[CH:35][C:34]=3[C:33]3[C:28]2=[CH:29][CH:30]=[CH:31][CH:32]=3)=[O:24])=O)=[CH:9][CH:8]=1. The catalyst is C1(C)C(C)=CC=CC=1. The product is [Br:6][C:7]1[CH:8]=[CH:9][C:10]([C:13]2[NH:5][C:16]([C@:18]3([CH3:40])[CH2:22][CH2:21][CH2:20][N:19]3[C:23]([O:25][CH2:26][CH:27]3[C:28]4[CH:29]=[CH:30][CH:31]=[CH:32][C:33]=4[C:34]4[C:39]3=[CH:38][CH:37]=[CH:36][CH:35]=4)=[O:24])=[N:15][CH:14]=2)=[CH:11][CH:12]=1. The yield is 0.490. (6) The reactants are [H-].[H-].[H-].[H-].[Li+].[Al+3].[F:7][C:8]1[CH:9]=[C:10]2[C:15](=O)[O:14][C:12](=[O:13])[C:11]2=[CH:17][C:18]=1[F:19].[OH-].[Na+].O. The catalyst is C1COCC1. The product is [F:7][C:8]1[CH:9]=[C:10]([CH2:15][OH:14])[C:11]([CH2:12][OH:13])=[CH:17][C:18]=1[F:19]. The yield is 0.850. (7) The reactants are [NH2:1][CH2:2][C@H:3]1[CH2:8][CH2:7][CH2:6][N:5]([C:9]([O:11][C:12]([CH3:15])([CH3:14])[CH3:13])=[O:10])[CH2:4]1.Br[C:17]1[C:18]([NH2:24])=[N:19][CH:20]=[C:21]([Br:23])[N:22]=1.CCN(CC)CC. The catalyst is CS(C)=O. The product is [NH2:24][C:18]1[C:17]([NH:1][CH2:2][C@H:3]2[CH2:8][CH2:7][CH2:6][N:5]([C:9]([O:11][C:12]([CH3:15])([CH3:14])[CH3:13])=[O:10])[CH2:4]2)=[N:22][C:21]([Br:23])=[CH:20][N:19]=1. The yield is 0.260. (8) The reactants are [CH3:1][CH2:2][CH:3]([OH:6])[C:4]#[N:5].[NH2:7]O.[Cl:9][C:10]1[CH:11]=[C:12]([CH:16]=[CH:17][CH:18]=1)[C:13](Cl)=[O:14].C([O-])(O)=O.[Na+]. The catalyst is N1C=CC=CC=1. The product is [Cl:9][C:10]1[CH:11]=[C:12]([C:13]2[O:14][N:7]=[C:4]([CH:3]([OH:6])[CH2:2][CH3:1])[N:5]=2)[CH:16]=[CH:17][CH:18]=1. The yield is 0.440.